This data is from Full USPTO retrosynthesis dataset with 1.9M reactions from patents (1976-2016). The task is: Predict the reactants needed to synthesize the given product. Given the product [Cl:1][C:2]1[C:7]([NH:28][CH2:29][C@@H:30]([OH:33])[CH2:31][OH:32])=[N:6][C:5]([NH:9][C@H:10]([C:12]2[CH:17]=[CH:16][C:15]([F:18])=[CH:14][CH:13]=2)[CH3:11])=[N:4][C:3]=1[NH:19][C:20]1[NH:21][N:22]=[C:23]([O:25][CH2:26][CH3:27])[CH:24]=1, predict the reactants needed to synthesize it. The reactants are: [Cl:1][C:2]1[C:3]([NH:19][C:20]2[CH:24]=[C:23]([O:25][CH2:26][CH3:27])[NH:22][N:21]=2)=[N:4][C:5]([NH:9][C@H:10]([C:12]2[CH:17]=[CH:16][C:15]([F:18])=[CH:14][CH:13]=2)[CH3:11])=[N:6][C:7]=1Cl.[NH2:28][CH2:29][C@@H:30]([OH:33])[CH2:31][OH:32].